This data is from Full USPTO retrosynthesis dataset with 1.9M reactions from patents (1976-2016). The task is: Predict the reactants needed to synthesize the given product. Given the product [C:46]([O:50][C:51]([N:53]1[CH2:60][CH2:59][CH2:58][C@@:54]1([CH3:61])[C:55]([NH:37][C@H:36]([C:35]([N:34]([C@@H:29]([C@@H:30]([CH3:33])[CH2:31][CH3:32])[C@H:28]([O:43][CH3:44])[CH2:27][C:26]([N:22]1[CH2:23][CH2:24][CH2:25][C@H:21]1[C@H:3]([O:2][CH3:1])[C@@H:4]([CH3:20])[C:5]([NH:7][C@@H:8]([CH2:9][C:10]1[CH:11]=[CH:12][CH:13]=[CH:14][CH:15]=1)[C:16]([O:18][CH3:19])=[O:17])=[O:6])=[O:45])[CH3:42])=[O:41])[CH:38]([CH3:39])[CH3:40])=[O:56])=[O:52])([CH3:49])([CH3:47])[CH3:48], predict the reactants needed to synthesize it. The reactants are: [CH3:1][O:2][C@@H:3]([C@@H:21]1[CH2:25][CH2:24][CH2:23][N:22]1[C:26](=[O:45])[CH2:27][C@@H:28]([O:43][CH3:44])[C@@H:29]([N:34]([CH3:42])[C:35](=[O:41])[C@H:36]([CH:38]([CH3:40])[CH3:39])[NH2:37])[C@@H:30]([CH3:33])[CH2:31][CH3:32])[C@@H:4]([CH3:20])[C:5]([NH:7][C@H:8]([C:16]([O:18][CH3:19])=[O:17])[CH2:9][C:10]1[CH:15]=[CH:14][CH:13]=[CH:12][CH:11]=1)=[O:6].[C:46]([O:50][C:51]([N:53]1[CH2:60][CH2:59][CH2:58][C@@:54]1([CH3:61])[C:55](O)=[O:56])=[O:52])([CH3:49])([CH3:48])[CH3:47].CN(C(ON1N=NC2C=CC=NC1=2)=[N+](C)C)C.F[P-](F)(F)(F)(F)F.CCN(C(C)C)C(C)C.